From a dataset of Reaction yield outcomes from USPTO patents with 853,638 reactions. Predict the reaction yield, written as a fraction of the theoretical maximum amount of product (1.0 means a 100% yield; for example, 0.34 means a 34% yield). The reactants are Cl.[NH2:2][C:3]1[CH:9]=[CH:8][C:6]([OH:7])=[CH:5][C:4]=1[OH:10].C([O-])(=O)C.[Na+].[C:16](OCC)(OCC)(OCC)[O:17][CH2:18][CH3:19]. The catalyst is C(O)C. The product is [CH2:18]([O:17][C:16]1[O:10][C:4]2[CH:5]=[C:6]([OH:7])[CH:8]=[CH:9][C:3]=2[N:2]=1)[CH3:19]. The yield is 0.600.